From a dataset of Full USPTO retrosynthesis dataset with 1.9M reactions from patents (1976-2016). Predict the reactants needed to synthesize the given product. (1) Given the product [C:3]([CH:4]([C:5](=[O:8])[CH2:6][CH3:7])[CH2:11][C:12]([C:14]1[CH:15]=[C:16]2[C:21](=[C:22]([F:24])[CH:23]=1)[O:20][CH2:19][CH2:18][C:17]2([CH3:26])[CH3:25])=[O:13])(=[O:9])[CH3:2], predict the reactants needed to synthesize it. The reactants are: [Na].[CH3:2][C:3](=[O:9])[CH2:4][C:5](=[O:8])[CH2:6][CH3:7].Br[CH2:11][C:12]([C:14]1[CH:15]=[C:16]2[C:21](=[C:22]([F:24])[CH:23]=1)[O:20][CH2:19][CH2:18][C:17]2([CH3:26])[CH3:25])=[O:13].O. (2) The reactants are: CN(C(ON1N=NC2C=CC=NC1=2)=[N+](C)C)C.F[P-](F)(F)(F)(F)F.[NH2:25][CH2:26][C:27]1[C:28]([F:44])=[C:29]([O:34][C:35]2[CH:36]=[C:37]([CH:40]=[C:41]([Cl:43])[CH:42]=2)[C:38]#[N:39])[C:30]([Cl:33])=[CH:31][CH:32]=1.[CH3:45][C:46]([O:49][C:50]([NH:52][C:53]1[CH:61]=[C:60]2[C:56]([CH:57]=[C:58]([C:62](O)=[O:63])[NH:59]2)=[CH:55][CH:54]=1)=[O:51])([CH3:48])[CH3:47].CCN(C(C)C)C(C)C. Given the product [Cl:33][C:30]1[CH:31]=[CH:32][C:27]([CH2:26][NH:25][C:62]([C:58]2[NH:59][C:60]3[C:56]([CH:57]=2)=[CH:55][CH:54]=[C:53]([NH:52][C:50](=[O:51])[O:49][C:46]([CH3:47])([CH3:45])[CH3:48])[CH:61]=3)=[O:63])=[C:28]([F:44])[C:29]=1[O:34][C:35]1[CH:36]=[C:37]([C:38]#[N:39])[CH:40]=[C:41]([Cl:43])[CH:42]=1, predict the reactants needed to synthesize it. (3) Given the product [Br:1][C:2]1[CH:3]=[CH:4][C:5]([O:8][CH:10]2[CH2:14][CH2:13][O:12][CH2:11]2)=[N:6][CH:7]=1, predict the reactants needed to synthesize it. The reactants are: [Br:1][C:2]1[CH:3]=[CH:4][C:5]([OH:8])=[N:6][CH:7]=1.O[CH:10]1[CH2:14][CH2:13][O:12][CH2:11]1. (4) Given the product [CH3:20][O:21][CH2:9][C:10]1[O:18][CH:13]=[C:12]([CH2:14][N:6]2[N:5]=[C:4]([N+:1]([O-:3])=[O:2])[CH:8]=[N:7]2)[N:11]=1, predict the reactants needed to synthesize it. The reactants are: [N+:1]([C:4]1[CH:8]=[N:7][NH:6][N:5]=1)([O-:3])=[O:2].[CH3:9][CH2:10][N:11](C(C)C)[CH:12]([CH3:14])[CH3:13].[OH2:18].C[C:20](=O)[O:21]CC. (5) Given the product [F:29][C:2]1([F:1])[CH2:7][CH2:6][N:5]([C:8]([C:10]2[N:28]([S:33]([CH3:32])(=[O:35])=[O:34])[C:13]3=[N:14][CH:15]=[C:16]([O:18][CH2:19][CH2:20][CH2:21][N:22]4[CH2:26][CH2:25][CH2:24][C@H:23]4[CH3:27])[CH:17]=[C:12]3[CH:11]=2)=[O:9])[CH2:4][CH2:3]1, predict the reactants needed to synthesize it. The reactants are: [F:1][C:2]1([F:29])[CH2:7][CH2:6][N:5]([C:8]([C:10]2[NH:28][C:13]3=[N:14][CH:15]=[C:16]([O:18][CH2:19][CH2:20][CH2:21][N:22]4[CH2:26][CH2:25][CH2:24][C@H:23]4[CH3:27])[CH:17]=[C:12]3[CH:11]=2)=[O:9])[CH2:4][CH2:3]1.[H-].[Na+].[CH3:32][S:33](Cl)(=[O:35])=[O:34]. (6) Given the product [CH3:30][O:31][C:32](=[O:35])[CH2:33][NH:34][C:23](=[O:25])[C:22]1[CH:21]=[CH:20][C:19]([CH:11]([C:12]2[CH:17]=[CH:16][CH:15]=[CH:14][C:13]=2[CH3:18])[CH2:10][C:9]([C:4]2[CH:5]=[CH:6][C:7](=[O:8])[N:2]([CH3:1])[CH:3]=2)=[O:28])=[CH:27][CH:26]=1, predict the reactants needed to synthesize it. The reactants are: [CH3:1][N:2]1[C:7](=[O:8])[CH:6]=[CH:5][C:4]([C:9](=[O:28])[CH2:10][CH:11]([C:19]2[CH:27]=[CH:26][C:22]([C:23]([OH:25])=O)=[CH:21][CH:20]=2)[C:12]2[CH:17]=[CH:16][CH:15]=[CH:14][C:13]=2[CH3:18])=[CH:3]1.Cl.[CH3:30][O:31][C:32](=[O:35])[CH2:33][NH2:34].CN([P+](ON1N=NC2C=CC=CC1=2)(N(C)C)N(C)C)C.F[P-](F)(F)(F)(F)F. (7) Given the product [CH3:28][C:27]1[C:22]([N:19]2[CH2:20][CH2:21][N:16]([C:14]([C:5]3[CH:4]=[CH:3][C:2]([N:32]4[CH2:33][CH2:34][O:30][C:31]4=[O:35])=[CH:7][C:6]=3[N:8]3[CH2:12][CH2:11][O:10][C:9]3=[O:13])=[O:15])[CH2:17][CH2:18]2)=[N:23][CH:24]=[C:25]([CH3:29])[CH:26]=1, predict the reactants needed to synthesize it. The reactants are: Cl[C:2]1[CH:3]=[CH:4][C:5]([C:14]([N:16]2[CH2:21][CH2:20][N:19]([C:22]3[C:27]([CH3:28])=[CH:26][C:25]([CH3:29])=[CH:24][N:23]=3)[CH2:18][CH2:17]2)=[O:15])=[C:6]([N:8]2[CH2:12][CH2:11][O:10][C:9]2=[O:13])[CH:7]=1.[O:30]1[CH2:34][CH2:33][NH:32][C:31]1=[O:35]. (8) Given the product [N:1]1[CH:6]=[CH:5][C:4]([NH:7][C@@H:8]2[CH2:13][CH2:12][C@H:11]([C:14]([NH2:17])=[O:16])[CH2:10][CH2:9]2)=[CH:3][CH:2]=1, predict the reactants needed to synthesize it. The reactants are: [N:1]1[CH:6]=[CH:5][C:4]([NH:7][C@@H:8]2[CH2:13][CH2:12][C@H:11]([C:14]([OH:16])=O)[CH2:10][CH2:9]2)=[CH:3][CH:2]=1.[NH3:17].C1COCC1. (9) Given the product [Cl:36][C:18]1[CH:17]=[CH:16][C:15]2[C:20](=[C:11]([C:1]3[C:10]4[C:5](=[CH:6][CH:7]=[CH:8][CH:9]=4)[CH:4]=[CH:3][CH:2]=3)[CH:12]=[C:13]([N+:22]([O-:24])=[O:23])[CH:14]=2)[N:19]=1, predict the reactants needed to synthesize it. The reactants are: [C:1]1([C:11]2[CH:12]=[C:13]([N+:22]([O-:24])=[O:23])[CH:14]=[C:15]3[C:20]=2[NH:19][C:18](=O)[CH:17]=[CH:16]3)[C:10]2[C:5](=[CH:6][CH:7]=[CH:8][CH:9]=2)[CH:4]=[CH:3][CH:2]=1.CN(C)C1C=CC=CC=1.O=P(Cl)(Cl)[Cl:36].O. (10) Given the product [Cl:1][C:2]1[CH:25]=[CH:24][CH:23]=[C:22]([F:26])[C:3]=1[O:4][C:5]1[CH2:9][N:8]([C@@H:10]([CH2:14][CH:15]2[CH2:20][CH2:19][CH2:18][CH2:17][CH2:16]2)[C:11]([NH:27][C:28]2[CH:32]=[CH:31][N:30]([CH2:33][C:34]([OH:36])([CH3:35])[CH3:37])[N:29]=2)=[O:13])[C:7](=[O:21])[CH:6]=1, predict the reactants needed to synthesize it. The reactants are: [Cl:1][C:2]1[CH:25]=[CH:24][CH:23]=[C:22]([F:26])[C:3]=1[O:4][C:5]1[CH2:9][N:8]([C@@H:10]([CH2:14][CH:15]2[CH2:20][CH2:19][CH2:18][CH2:17][CH2:16]2)[C:11]([OH:13])=O)[C:7](=[O:21])[CH:6]=1.[NH2:27][C:28]1[CH:32]=[CH:31][N:30]([CH2:33][C:34]([CH3:37])([OH:36])[CH3:35])[N:29]=1.F[P-](F)(F)(F)(F)F.N1(O[P+](N(C)C)(N(C)C)N(C)C)C2C=CC=CC=2N=N1.C(N(CC)C(C)C)(C)C.